Dataset: NCI-60 drug combinations with 297,098 pairs across 59 cell lines. Task: Regression. Given two drug SMILES strings and cell line genomic features, predict the synergy score measuring deviation from expected non-interaction effect. (1) Drug 1: C1=CC(=CC=C1C#N)C(C2=CC=C(C=C2)C#N)N3C=NC=N3. Drug 2: C1CCC(C(C1)N)N.C(=O)(C(=O)[O-])[O-].[Pt+4]. Cell line: HCT116. Synergy scores: CSS=60.0, Synergy_ZIP=3.55, Synergy_Bliss=3.90, Synergy_Loewe=2.91, Synergy_HSA=5.11. (2) Drug 1: CS(=O)(=O)C1=CC(=C(C=C1)C(=O)NC2=CC(=C(C=C2)Cl)C3=CC=CC=N3)Cl. Drug 2: C1=C(C(=O)NC(=O)N1)F. Cell line: T-47D. Synergy scores: CSS=27.7, Synergy_ZIP=-10.8, Synergy_Bliss=-6.02, Synergy_Loewe=-7.62, Synergy_HSA=-3.48.